This data is from Forward reaction prediction with 1.9M reactions from USPTO patents (1976-2016). The task is: Predict the product of the given reaction. (1) Given the reactants [NH2:1][C:2]1[C:11]([CH:12]=O)=[C:10]([C:14]2[CH:19]=[CH:18][C:17]([CH3:20])=[CH:16][CH:15]=2)[C:5]([C:6]([O:8][CH3:9])=[O:7])=[C:4]([CH3:21])[N:3]=1.[C:22]([O-])([O-])=O.[Cs+].[Cs+].[Si](C=[N+]=[N-])(C)(C)C, predict the reaction product. The product is: [CH3:21][C:4]1[N:3]=[C:2]2[NH:1][CH:22]=[CH:12][C:11]2=[C:10]([C:14]2[CH:19]=[CH:18][C:17]([CH3:20])=[CH:16][CH:15]=2)[C:5]=1[C:6]([O:8][CH3:9])=[O:7]. (2) Given the reactants [Cl:1][C:2]1[CH:3]=[C:4]2[C:9](=[CH:10][CH:11]=1)[O:8][C:7](=[O:12])[CH:6]=[C:5]2[NH:13][CH:14]1[CH2:19][CH2:18][NH:17][CH2:16][CH2:15]1.[CH:20]1[C:25]([CH:26]=O)=[CH:24][C:23]2[O:28][CH2:29][O:30][C:22]=2[CH:21]=1, predict the reaction product. The product is: [O:30]1[C:22]2[CH:21]=[CH:20][C:25]([CH2:26][N:17]3[CH2:18][CH2:19][CH:14]([NH:13][C:5]4[C:4]5[C:9](=[CH:10][CH:11]=[C:2]([Cl:1])[CH:3]=5)[O:8][C:7](=[O:12])[CH:6]=4)[CH2:15][CH2:16]3)=[CH:24][C:23]=2[O:28][CH2:29]1. (3) The product is: [NH:8]1[CH:7]=[C:6]([C:9]2[C:10]([C:18]3[CH:19]=[CH:20][CH:21]=[CH:22][CH:23]=3)=[N:11][N:12]3[CH:17]=[CH:16][N:15]=[CH:14][C:13]=23)[CH:5]=[CH:4][C:3]1=[O:2]. Given the reactants C[O:2][C:3]1[N:8]=[CH:7][C:6]([C:9]2[C:10]([C:18]3[CH:23]=[CH:22][CH:21]=[CH:20][CH:19]=3)=[N:11][N:12]3[CH:17]=[CH:16][N:15]=[CH:14][C:13]=23)=[CH:5][CH:4]=1.Cl.[OH-].[Na+], predict the reaction product. (4) Given the reactants [C:1]([C:3]1([C:30]2[CH:35]=[CH:34][CH:33]=[CH:32][N:31]=2)[CH2:8][CH2:7][N:6]([CH2:9][C:10]2[CH:11]=[C:12]([C:21]([NH:23][CH:24]3[CH2:29][CH2:28][NH:27][CH2:26][CH2:25]3)=[O:22])[C:13](=[O:20])[N:14]3[C:19]=2[CH:18]=[CH:17][CH:16]=[CH:15]3)[CH2:5][CH2:4]1)#[N:2].C(N(CC)CC)C.Cl[C:44]([O:46][CH3:47])=[O:45], predict the reaction product. The product is: [C:1]([C:3]1([C:30]2[CH:35]=[CH:34][CH:33]=[CH:32][N:31]=2)[CH2:8][CH2:7][N:6]([CH2:9][C:10]2[CH:11]=[C:12]([C:21]([NH:23][CH:24]3[CH2:29][CH2:28][N:27]([C:44]([O:46][CH3:47])=[O:45])[CH2:26][CH2:25]3)=[O:22])[C:13](=[O:20])[N:14]3[C:19]=2[CH:18]=[CH:17][CH:16]=[CH:15]3)[CH2:5][CH2:4]1)#[N:2].